This data is from Peptide-MHC class II binding affinity with 134,281 pairs from IEDB. The task is: Regression. Given a peptide amino acid sequence and an MHC pseudo amino acid sequence, predict their binding affinity value. This is MHC class II binding data. (1) The peptide sequence is APAAPANPGLII. The MHC is DRB3_0101 with pseudo-sequence DRB3_0101. The binding affinity (normalized) is 0. (2) The peptide sequence is ALKESWGAIWRIDTP. The MHC is HLA-DQA10201-DQB10202 with pseudo-sequence HLA-DQA10201-DQB10202. The binding affinity (normalized) is 0.